Dataset: Peptide-MHC class II binding affinity with 134,281 pairs from IEDB. Task: Regression. Given a peptide amino acid sequence and an MHC pseudo amino acid sequence, predict their binding affinity value. This is MHC class II binding data. (1) The peptide sequence is VEIKEFANAVKLRRS. The MHC is DRB1_0405 with pseudo-sequence DRB1_0405. The binding affinity (normalized) is 0.473. (2) The peptide sequence is KVDTRAKDPPAGTRK. The MHC is DRB1_0301 with pseudo-sequence DRB1_0301. The binding affinity (normalized) is 0.331. (3) The peptide sequence is MGGLWKYLNAVSLCI. The MHC is HLA-DQA10601-DQB10402 with pseudo-sequence HLA-DQA10601-DQB10402. The binding affinity (normalized) is 0. (4) The peptide sequence is TPFPHRKGVLFNIQY. The MHC is HLA-DQA10501-DQB10201 with pseudo-sequence HLA-DQA10501-DQB10201. The binding affinity (normalized) is 0.151. (5) The peptide sequence is RRCKNIPQPVRALLE. The MHC is HLA-DPA10201-DPB10101 with pseudo-sequence HLA-DPA10201-DPB10101. The binding affinity (normalized) is 0.315. (6) The peptide sequence is AAATAGTTVYGAHAA. The MHC is HLA-DQA10102-DQB10602 with pseudo-sequence HLA-DQA10102-DQB10602. The binding affinity (normalized) is 0.769. (7) The peptide sequence is CDDALIEGITLLNAK. The MHC is DRB1_0405 with pseudo-sequence DRB1_0405. The binding affinity (normalized) is 0.424. (8) The peptide sequence is DELVGGPPVEASAAA. The MHC is HLA-DQA10501-DQB10201 with pseudo-sequence HLA-DQA10501-DQB10201. The binding affinity (normalized) is 0.802. (9) The peptide sequence is EEDIKIIPIQEEEY. The MHC is HLA-DQA10101-DQB10501 with pseudo-sequence HLA-DQA10101-DQB10501. The binding affinity (normalized) is 0.388. (10) The peptide sequence is VLAVGPAYSAHCIGI. The MHC is DRB1_1301 with pseudo-sequence DRB1_1301. The binding affinity (normalized) is 0.